From a dataset of Forward reaction prediction with 1.9M reactions from USPTO patents (1976-2016). Predict the product of the given reaction. (1) Given the reactants [C:1]([C:5]1[CH:30]=[CH:29][C:8]([C:9]([NH:11][C:12]2[CH:27]=[CH:26][C:25]([Cl:28])=[CH:24][C:13]=2[C:14]([NH:16][C:17]2[CH:22]=[CH:21][C:20]([F:23])=[CH:19][N:18]=2)=[O:15])=[O:10])=[C:7]([O:31][CH:32]2[CH2:37][CH2:36][N:35](C(OC(C)(C)C)=O)[CH2:34][CH2:33]2)[CH:6]=1)([CH3:4])([CH3:3])[CH3:2].C1(OC)C=CC=CC=1.[C:53]([OH:59])([C:55]([F:58])([F:57])[F:56])=[O:54], predict the reaction product. The product is: [F:56][C:55]([F:58])([F:57])[C:53]([OH:59])=[O:54].[C:1]([C:5]1[CH:30]=[CH:29][C:8]([C:9]([NH:11][C:12]2[CH:27]=[CH:26][C:25]([Cl:28])=[CH:24][C:13]=2[C:14]([NH:16][C:17]2[CH:22]=[CH:21][C:20]([F:23])=[CH:19][N:18]=2)=[O:15])=[O:10])=[C:7]([O:31][CH:32]2[CH2:37][CH2:36][NH:35][CH2:34][CH2:33]2)[CH:6]=1)([CH3:4])([CH3:2])[CH3:3]. (2) The product is: [N:19]1[CH:20]=[CH:21][N:22]=[CH:23][C:18]=1[C:16]1[CH:15]=[CH:14][N:13]=[C:12]([NH:11][C:8]2[CH:7]=[CH:6][C:5]([C:4]([OH:24])=[O:3])=[CH:10][CH:9]=2)[N:17]=1. Given the reactants C([O:3][C:4](=[O:24])[C:5]1[CH:10]=[CH:9][C:8]([NH:11][C:12]2[N:17]=[C:16]([C:18]3[CH:23]=[N:22][CH:21]=[CH:20][N:19]=3)[CH:15]=[CH:14][N:13]=2)=[CH:7][CH:6]=1)C.C(OC(=O)C1C=CC(NC2N=C(C3C=NC=CC=3)C=CN=2)=CC=1)C, predict the reaction product. (3) Given the reactants [Cl:1][C:2]1[CH:3]=[C:4]([O:13][C:14]2[C:22]([F:23])=[CH:21][C:17]([C:18](O)=[O:19])=[C:16]([F:24])[CH:15]=2)[CH:5]=[N:6][C:7]=1[O:8][CH2:9][CH:10]([CH3:12])[CH3:11].[CH3:25][N:26]([CH3:31])[S:27]([NH2:30])(=[O:29])=[O:28], predict the reaction product. The product is: [CH2:5]([NH:6][CH2:7][CH3:2])[CH3:4].[Cl:1][C:2]1[CH:3]=[C:4]([O:13][C:14]2[C:22]([F:23])=[CH:21][C:17]([C:18]([NH:30][S:27]([N:26]([CH3:31])[CH3:25])(=[O:29])=[O:28])=[O:19])=[C:16]([F:24])[CH:15]=2)[CH:5]=[N:6][C:7]=1[O:8][CH2:9][CH:10]([CH3:12])[CH3:11]. (4) Given the reactants [CH3:1][C@H:2]1[N:7]2[C:8]([C:11]3([C:14]([F:17])([F:16])[F:15])[CH2:13][CH2:12]3)=[N:9][N:10]=[C:6]2[C@@H:5]([NH:18]C(=O)OC(C)(C)C)[CH2:4][C@H:3]1[C:26]1[CH:31]=[CH:30][CH:29]=[CH:28][CH:27]=1.FC(F)(F)C(O)=O.C(=O)(O)[O-], predict the reaction product. The product is: [CH3:1][C@H:2]1[N:7]2[C:8]([C:11]3([C:14]([F:15])([F:16])[F:17])[CH2:13][CH2:12]3)=[N:9][N:10]=[C:6]2[C@@H:5]([NH2:18])[CH2:4][C@H:3]1[C:26]1[CH:27]=[CH:28][CH:29]=[CH:30][CH:31]=1. (5) Given the reactants ClC1C=C(NC(=O)C(O)(C2C=CC=CC=2)CC2C=CC=CC=2I)C=CC=1C#N.[Cl:29][C:30]1[CH:31]=[C:32]([NH:38][C:39]([C:41]2([C:52]3[CH:57]=[CH:56][CH:55]=[CH:54][CH:53]=3)[CH2:50][C:49]3[C:44](=[CH:45][CH:46]=[CH:47][CH:48]=3)[C:43](=[O:51])[O:42]2)=[O:40])[CH:33]=[CH:34][C:35]=1[C:36]#[N:37].[H-].[Al+3].[Li+].[H-].[H-].[H-], predict the reaction product. The product is: [Cl:29][C:30]1[CH:31]=[C:32]([NH:38][C:39](=[O:40])[C:41]([OH:42])([C:52]2[CH:57]=[CH:56][CH:55]=[CH:54][CH:53]=2)[CH2:50][C:49]2[CH:48]=[CH:47][CH:46]=[CH:45][C:44]=2[CH2:43][OH:51])[CH:33]=[CH:34][C:35]=1[C:36]#[N:37]. (6) Given the reactants [Br:1][C:2]1[CH:3]=[N:4][C:5]2[N:6]([N:8]=[C:9]([C:11]([OH:13])=O)[CH:10]=2)[CH:7]=1.[CH3:14][CH:15]1[C:24]2[C:19](=[CH:20][CH:21]=[C:22]([C:25]3[CH:26]=[N:27][CH:28]=[N:29][CH:30]=3)[CH:23]=2)[CH2:18][CH2:17][NH:16]1, predict the reaction product. The product is: [Br:1][C:2]1[CH:3]=[N:4][C:5]2[N:6]([N:8]=[C:9]([C:11]([N:16]3[CH2:17][CH2:18][C:19]4[C:24](=[CH:23][C:22]([C:25]5[CH:30]=[N:29][CH:28]=[N:27][CH:26]=5)=[CH:21][CH:20]=4)[CH:15]3[CH3:14])=[O:13])[CH:10]=2)[CH:7]=1. (7) Given the reactants Cl[C:2]1[N:7]=[C:6]([S:8][CH2:9][CH3:10])[C:5]([C:11]([NH:13][CH2:14][C:15]2[CH:20]=[CH:19][CH:18]=[C:17]([F:21])[CH:16]=2)=[O:12])=[C:4]([CH3:22])[CH:3]=1.[OH:23][CH:24]1[CH2:27][NH:26][CH2:25]1.C([O-])([O-])=O.[Cs+].[Cs+], predict the reaction product. The product is: [CH2:9]([S:8][C:6]1[C:5]([C:11]([NH:13][CH2:14][C:15]2[CH:20]=[CH:19][CH:18]=[C:17]([F:21])[CH:16]=2)=[O:12])=[C:4]([CH3:22])[CH:3]=[C:2]([N:26]2[CH2:27][CH:24]([OH:23])[CH2:25]2)[N:7]=1)[CH3:10].